This data is from Full USPTO retrosynthesis dataset with 1.9M reactions from patents (1976-2016). The task is: Predict the reactants needed to synthesize the given product. (1) Given the product [CH3:28][N:29]([CH:31]=[C:3]([C:4]1[CH:5]=[CH:6][C:7]([O:8][CH2:9][CH2:10][CH2:11][N:12]2[C:20](=[O:21])[C:19]3[C:14](=[CH:15][CH:16]=[CH:17][CH:18]=3)[C:13]2=[O:22])=[CH:23][CH:24]=1)[C:2](=[O:1])[CH3:25])[CH3:30], predict the reactants needed to synthesize it. The reactants are: [O:1]=[C:2]([CH3:25])[CH2:3][C:4]1[CH:24]=[CH:23][C:7]([O:8][CH2:9][CH2:10][CH2:11][N:12]2[C:20](=[O:21])[C:19]3[C:14](=[CH:15][CH:16]=[CH:17][CH:18]=3)[C:13]2=[O:22])=[CH:6][CH:5]=1.CO[CH:28](OC)[N:29]([CH3:31])[CH3:30]. (2) Given the product [Cl:18][C:19]1[C:20]([O:35][C:36]2[CH:41]=[C:40]([C:42]([F:43])([F:45])[F:44])[C:39]([F:46])=[CH:38][C:37]=2[C:47]2[CH:52]=[CH:51][N:50]=[N:49][CH:48]=2)=[CH:21][C:22]([F:34])=[C:23]([S:25]([NH:28][C:29]2[N:30]=[CH:31][S:32][CH:33]=2)(=[O:27])=[O:26])[CH:24]=1, predict the reactants needed to synthesize it. The reactants are: [OH-].[K+].O.FC(F)(F)C(O)=O.FC(F)(F)C(O)=O.[Cl:18][C:19]1[C:20]([O:35][C:36]2[CH:41]=[C:40]([C:42]([F:45])([F:44])[F:43])[C:39]([F:46])=[CH:38][C:37]=2[C:47]2[CH:52]=[CH:51][N:50]=[N:49][CH:48]=2)=[CH:21][C:22]([F:34])=[C:23]([S:25]([NH:28][C:29]2[N:30]=[CH:31][S:32][CH:33]=2)(=[O:27])=[O:26])[CH:24]=1. (3) Given the product [CH2:20]([CH:24]1[C:12]([C:11]#[N:17])=[C:13]([CH3:15])[NH:4][C:2](=[O:3])[NH:1]1)[CH2:21][CH2:22][CH2:5][CH2:6][CH3:7], predict the reactants needed to synthesize it. The reactants are: [NH2:1][C:2]([NH2:4])=[O:3].[CH:5](=O)[CH2:6][CH2:7]CC.[C:11]([NH2:17])(=O)[CH2:12][C:13]([CH3:15])=O.[OH-].[Na+].[CH2:20]1[CH2:24]O[CH2:22][CH2:21]1. (4) Given the product [OH:38][C:36]1[C:31]2[C:30](=[CH:29][CH:28]=[C:27]([O:19][CH3:16])[N:32]=2)[N:33]=[CH:34][C:35]=1[C:41](=[O:43])[CH2:42][CH3:1], predict the reactants needed to synthesize it. The reactants are: [CH:1]1C=CC(C2C=CC=CC=2)=CC=1.C1C=C[C:16]([O:19]C2C=CC=CC=2)=CC=1.Cl[C:27]1[N:32]=[CH:31][C:30]([NH:33][CH:34]=[C:35]([C:41](=[O:43])[CH3:42])[C:36]([O:38]CC)=O)=[CH:29][CH:28]=1. (5) Given the product [CH2:2]([CH:9]1[CH2:10][CH2:11][N:12]([CH:15]([CH3:19])[C:16]([NH:27][C:28]2[CH:37]=[CH:36][C:31]3[NH:32][C:33](=[O:35])[O:34][C:30]=3[CH:29]=2)=[O:18])[CH2:13][CH2:14]1)[C:3]1[CH:4]=[CH:5][CH:6]=[CH:7][CH:8]=1, predict the reactants needed to synthesize it. The reactants are: Cl.[CH2:2]([CH:9]1[CH2:14][CH2:13][N:12]([CH:15]([CH3:19])[C:16]([OH:18])=O)[CH2:11][CH2:10]1)[C:3]1[CH:8]=[CH:7][CH:6]=[CH:5][CH:4]=1.C(N(CC)CC)C.[NH2:27][C:28]1[CH:37]=[CH:36][C:31]2[NH:32][C:33](=[O:35])[O:34][C:30]=2[CH:29]=1.CN(C(ON1N=NC2C=CC=CC1=2)=[N+](C)C)C.F[P-](F)(F)(F)(F)F. (6) Given the product [Br:2][C:3]1[CH:4]=[C:5]([CH:6]=[CH:7][CH:8]=1)[NH:9][C:10]1[C:19]2[C:14](=[CH:15][C:16]([O:22][CH:23]3[CH2:24][CH2:25][N:26]([C:29](=[O:33])[C@H:30]([OH:31])[CH3:32])[CH2:27][CH2:28]3)=[C:17]([O:20][CH3:21])[CH:18]=2)[N:13]=[CH:12][N:11]=1, predict the reactants needed to synthesize it. The reactants are: Cl.[Br:2][C:3]1[CH:4]=[C:5]([NH:9][C:10]2[C:19]3[C:14](=[CH:15][C:16]([O:22][CH:23]4[CH2:28][CH2:27][NH:26][CH2:25][CH2:24]4)=[C:17]([O:20][CH3:21])[CH:18]=3)[N:13]=[CH:12][N:11]=2)[CH:6]=[CH:7][CH:8]=1.[C:29](O)(=[O:33])[C@@H:30]([CH3:32])[OH:31].